Dataset: NCI-60 drug combinations with 297,098 pairs across 59 cell lines. Task: Regression. Given two drug SMILES strings and cell line genomic features, predict the synergy score measuring deviation from expected non-interaction effect. (1) Drug 1: CN1CCC(CC1)COC2=C(C=C3C(=C2)N=CN=C3NC4=C(C=C(C=C4)Br)F)OC. Drug 2: C1=C(C(=O)NC(=O)N1)F. Cell line: DU-145. Synergy scores: CSS=40.6, Synergy_ZIP=-2.22, Synergy_Bliss=-2.54, Synergy_Loewe=0.0603, Synergy_HSA=1.29. (2) Drug 1: CC1C(C(CC(O1)OC2CC(CC3=C2C(=C4C(=C3O)C(=O)C5=C(C4=O)C(=CC=C5)OC)O)(C(=O)C)O)N)O.Cl. Drug 2: B(C(CC(C)C)NC(=O)C(CC1=CC=CC=C1)NC(=O)C2=NC=CN=C2)(O)O. Cell line: HS 578T. Synergy scores: CSS=17.5, Synergy_ZIP=-4.89, Synergy_Bliss=0.155, Synergy_Loewe=-1.38, Synergy_HSA=-1.02. (3) Cell line: 786-0. Drug 2: CCCCC(=O)OCC(=O)C1(CC(C2=C(C1)C(=C3C(=C2O)C(=O)C4=C(C3=O)C=CC=C4OC)O)OC5CC(C(C(O5)C)O)NC(=O)C(F)(F)F)O. Drug 1: COC1=NC(=NC2=C1N=CN2C3C(C(C(O3)CO)O)O)N. Synergy scores: CSS=61.9, Synergy_ZIP=1.32, Synergy_Bliss=2.60, Synergy_Loewe=-2.98, Synergy_HSA=4.79. (4) Drug 1: CC1OCC2C(O1)C(C(C(O2)OC3C4COC(=O)C4C(C5=CC6=C(C=C35)OCO6)C7=CC(=C(C(=C7)OC)O)OC)O)O. Drug 2: B(C(CC(C)C)NC(=O)C(CC1=CC=CC=C1)NC(=O)C2=NC=CN=C2)(O)O. Cell line: SF-295. Synergy scores: CSS=49.3, Synergy_ZIP=-0.422, Synergy_Bliss=1.65, Synergy_Loewe=5.72, Synergy_HSA=5.69.